Task: Predict the product of the given reaction.. Dataset: Forward reaction prediction with 1.9M reactions from USPTO patents (1976-2016) (1) Given the reactants [CH3:1][O:2][C:3]1[CH:8]=[CH:7][C:6]([N:9]2[C:13]([C:14]3[O:15]C=CC=3)=[C:12]([C:19]#[N:20])[C:11]([C:21]([F:24])([F:23])[F:22])=[N:10]2)=[CH:5][CH:4]=1.C(Cl)(Cl)(Cl)Cl.C(#N)C.O.I([O-])(=O)(=O)=[O:35].[Na+], predict the reaction product. The product is: [CH3:1][O:2][C:3]1[CH:4]=[CH:5][C:6]([N:9]2[C:13]([C:14]([OH:15])=[O:35])=[C:12]([C:19]#[N:20])[C:11]([C:21]([F:24])([F:22])[F:23])=[N:10]2)=[CH:7][CH:8]=1. (2) Given the reactants [NH2:1][C:2]1[N:7]=[CH:6][N:5]=[C:4]2[N:8]([CH3:27])[N:9]=[C:10]([C:11]3[CH:12]=[C:13]4[C:17](=[CH:18][CH:19]=3)[N:16](C(OC(C)(C)C)=O)[CH2:15][CH2:14]4)[C:3]=12.[ClH:28], predict the reaction product. The product is: [ClH:28].[ClH:28].[NH:16]1[C:17]2[C:13](=[CH:12][C:11]([C:10]3[C:3]4[C:4](=[N:5][CH:6]=[N:7][C:2]=4[NH2:1])[N:8]([CH3:27])[N:9]=3)=[CH:19][CH:18]=2)[CH2:14][CH2:15]1. (3) Given the reactants [CH2:1]([O:8][C:9]1[CH:14]=[CH:13][C:12]([N:15]2[CH2:19][CH:18]([CH2:20]Cl)[CH2:17][C:16]2=[O:22])=[CH:11][CH:10]=1)[C:2]1[CH:7]=[CH:6][CH:5]=[CH:4][CH:3]=1.[C-:23]#[N:24].[Na+].[I-].[Na+], predict the reaction product. The product is: [CH2:1]([O:8][C:9]1[CH:14]=[CH:13][C:12]([N:15]2[C:16](=[O:22])[CH2:17][CH:18]([CH2:20][C:23]#[N:24])[CH2:19]2)=[CH:11][CH:10]=1)[C:2]1[CH:7]=[CH:6][CH:5]=[CH:4][CH:3]=1. (4) Given the reactants [C:1]([CH2:3][C:4]1[CH:5]=[C:6]([CH:11]=[CH:12][CH:13]=1)[C:7]([O:9][CH3:10])=[O:8])#[N:2].[H-].[Na+].Cl[CH2:17][CH2:18][O:19][CH2:20][CH2:21]Cl.O, predict the reaction product. The product is: [C:1]([C:3]1([C:4]2[CH:5]=[C:6]([CH:11]=[CH:12][CH:13]=2)[C:7]([O:9][CH3:10])=[O:8])[CH2:21][CH2:20][O:19][CH2:18][CH2:17]1)#[N:2]. (5) Given the reactants Cl.Cl.[CH2:3]([O:5][C:6](=[O:35])[CH2:7][C:8]1[CH:13]=[CH:12][C:11]([O:14][CH3:15])=[C:10]([C:16]2[C:17]([CH2:26][NH:27][CH2:28][C:29]3[CH:34]=[CH:33][CH:32]=[CH:31][CH:30]=3)=[N:18][C:19]3[C:24]([CH:25]=2)=[CH:23][CH:22]=[CH:21][CH:20]=3)[CH:9]=1)[CH3:4].[CH:36]1([C:39](Cl)=[O:40])[CH2:38][CH2:37]1, predict the reaction product. The product is: [CH2:3]([O:5][C:6](=[O:35])[CH2:7][C:8]1[CH:13]=[CH:12][C:11]([O:14][CH3:15])=[C:10]([C:16]2[C:17]([CH2:26][N:27]([CH2:28][C:29]3[CH:30]=[CH:31][CH:32]=[CH:33][CH:34]=3)[C:39]([CH:36]3[CH2:38][CH2:37]3)=[O:40])=[N:18][C:19]3[C:24]([CH:25]=2)=[CH:23][CH:22]=[CH:21][CH:20]=3)[CH:9]=1)[CH3:4]. (6) Given the reactants C(O)(C(F)(F)F)=O.[CH2:8]([NH:10][CH2:11]/[CH:12]=[CH:13]\[C:14]1[CH:19]=[C:18]([F:20])[CH:17]=[CH:16][C:15]=1[S:21]([N:24]([C:33]1[C:42]([C:43]([O:45][CH3:46])=[O:44])=[C:41]2[C:36]([C:37]3[CH:49]=[CH:48][O:47][C:38]=3[CH2:39][O:40]2)=[CH:35][CH:34]=1)COCC[Si](C)(C)C)(=[O:23])=[O:22])[CH3:9].C(=O)([O-])[O-].[K+].[K+], predict the reaction product. The product is: [CH2:8]([NH:10][CH2:11]/[CH:12]=[CH:13]\[C:14]1[CH:19]=[C:18]([F:20])[CH:17]=[CH:16][C:15]=1[S:21]([NH:24][C:33]1[C:42]([C:43]([O:45][CH3:46])=[O:44])=[C:41]2[C:36]([C:37]3[CH:49]=[CH:48][O:47][C:38]=3[CH2:39][O:40]2)=[CH:35][CH:34]=1)(=[O:23])=[O:22])[CH3:9]. (7) The product is: [Cl:1][CH2:2][C:3]1[CH:8]=[CH:7][N:6]2[N:11]=[CH:10][N:9]=[C:5]2[CH:4]=1. Given the reactants [Cl:1][CH2:2][C:3]1[CH:8]=[CH:7][N:6]=[C:5]([N:9](O)[CH:10]=[NH:11])[CH:4]=1.C(OC(C(F)(F)F)=O)(C(F)(F)F)=O.N#N.C([O-])(O)=O.[Na+], predict the reaction product. (8) Given the reactants [F:1][C:2]1[CH:35]=[C:34]([S:36]([CH3:39])(=[O:38])=[O:37])[C:33]([F:40])=[CH:32][C:3]=1[O:4][C@H:5]1[CH2:9][CH2:8][N:7]([CH:10]2[CH2:15][CH2:14][N:13]([C:16]3[N:21]=[CH:20][C:19](B4OC(C)(C)C(C)(C)O4)=[CH:18][N:17]=3)[CH2:12][CH2:11]2)[C:6]1=[O:31].Cl[C:42]1[N:47]=[CH:46][CH:45]=[CH:44][N:43]=1.C([O-])([O-])=O.[Na+].[Na+], predict the reaction product. The product is: [N:43]1[CH:44]=[CH:45][CH:46]=[N:47][C:42]=1[C:19]1[CH:18]=[N:17][C:16]([N:13]2[CH2:14][CH2:15][CH:10]([N:7]3[CH2:8][CH2:9][C@H:5]([O:4][C:3]4[CH:32]=[C:33]([F:40])[C:34]([S:36]([CH3:39])(=[O:38])=[O:37])=[CH:35][C:2]=4[F:1])[C:6]3=[O:31])[CH2:11][CH2:12]2)=[N:21][CH:20]=1. (9) Given the reactants C(O[C:6]([N:8]1[CH:13]([C:14](=[O:30])[NH:15][C:16]2[CH:17]=[C:18]([Cl:29])[CH:19]=[C:20]3[C:28]=2[NH:27][C:26]2[CH:25]=[N:24][CH:23]=[CH:22][C:21]3=2)[CH2:12][O:11][C:10]([CH3:32])([CH3:31])[CH2:9]1)=O)(C)(C)C.C(OC(=O)[NH:39][CH:40](C=O)[CH:41]([CH3:43])[CH3:42])(C)(C)C, predict the reaction product. The product is: [Cl:29][C:18]1[CH:19]=[C:20]2[C:28](=[C:16]([NH:15][C:14]([CH:13]3[CH2:12][O:11][C:10]([CH3:32])([CH3:31])[CH2:9][N:8]3[CH2:6][CH:40]([NH2:39])[CH:41]([CH3:43])[CH3:42])=[O:30])[CH:17]=1)[NH:27][C:26]1[CH:25]=[N:24][CH:23]=[CH:22][C:21]2=1. (10) Given the reactants [Br:1][C:2]1[CH:7]=[CH:6][C:5]([CH2:8][N:9]2[C:15](=[O:16])[C:14]3[C:17]([F:24])=[CH:18][C:19]([CH:21]4[CH2:23][CH2:22]4)=[CH:20][C:13]=3[O:12][CH2:11][CH2:10]2)=[CH:4][C:3]=1[CH2:25][OH:26].[C:27](Cl)(=[O:29])[CH3:28], predict the reaction product. The product is: [C:27]([O:26][CH2:25][C:3]1[CH:4]=[C:5]([CH2:8][N:9]2[C:15](=[O:16])[C:14]3[C:17]([F:24])=[CH:18][C:19]([CH:21]4[CH2:22][CH2:23]4)=[CH:20][C:13]=3[O:12][CH2:11][CH2:10]2)[CH:6]=[CH:7][C:2]=1[Br:1])(=[O:29])[CH3:28].